The task is: Binary Classification. Given a miRNA mature sequence and a target amino acid sequence, predict their likelihood of interaction.. This data is from Experimentally validated miRNA-target interactions with 360,000+ pairs, plus equal number of negative samples. The miRNA is cel-miR-2-3p with sequence UAUCACAGCCAGCUUUGAUGUGC. The protein sequence of the target gene is MDALEEESFALSFSSASDAEFDAVVGCLEDIIMDDEFQLLQRNFMDKYYQEFEDTEENKLTYTPIFNEYISLVEKYIEEQLLERIPGFNMAAFTTTLQHHKDEVAGDIFDMLLTFTDFLAFKEMFLDYRAEKEGRGLDLSSGLVVTSLCKSSSTPASQNNLRH. Result: 0 (no interaction).